From a dataset of Forward reaction prediction with 1.9M reactions from USPTO patents (1976-2016). Predict the product of the given reaction. Given the reactants [F:1][C:2]1[CH:7]=[CH:6][CH:5]=[CH:4][C:3]=1[CH2:8][C:9]([OH:11])=[O:10].[CH3:12][Si](Cl)(C)C, predict the reaction product. The product is: [F:1][C:2]1[CH:7]=[CH:6][CH:5]=[CH:4][C:3]=1[CH2:8][C:9]([O:11][CH3:12])=[O:10].